From a dataset of Peptide-MHC class I binding affinity with 185,985 pairs from IEDB/IMGT. Regression. Given a peptide amino acid sequence and an MHC pseudo amino acid sequence, predict their binding affinity value. This is MHC class I binding data. (1) The peptide sequence is IYLLSGITGI. The MHC is H-2-Kd with pseudo-sequence H-2-Kd. The binding affinity (normalized) is 0.585. (2) The peptide sequence is KSIHPDYV. The MHC is H-2-Kb with pseudo-sequence H-2-Kb. The binding affinity (normalized) is 0.0735. (3) The binding affinity (normalized) is 0. The MHC is HLA-A02:02 with pseudo-sequence HLA-A02:02. The peptide sequence is EISTNIRQA. (4) The peptide sequence is TPGPGVRYPL. The MHC is HLA-B35:01 with pseudo-sequence HLA-B35:01. The binding affinity (normalized) is 0.155. (5) The peptide sequence is ILSDENYLL. The MHC is HLA-A02:06 with pseudo-sequence HLA-A02:06. The binding affinity (normalized) is 0.794.